Predict the reaction yield, written as a fraction of the theoretical maximum amount of product (1.0 means a 100% yield; for example, 0.34 means a 34% yield). From a dataset of Reaction yield outcomes from USPTO patents with 853,638 reactions. The reactants are [CH2:1]([N:3]([CH2:7][CH3:8])[CH2:4][CH2:5][NH2:6])[CH3:2].S=[C:10]1[CH2:14][S:13][C:12](=[O:15])[NH:11]1.[CH:16]([C:18]1[CH:32]=[CH:31][C:21]([O:22][C:23]2[CH:30]=[CH:29][C:26]([C:27]#[N:28])=[CH:25][CH:24]=2)=[C:20]([O:33][CH3:34])[CH:19]=1)=O.[Cl-].[NH4+]. The catalyst is C(O)C.CC(C)([O-])C.[K+]. The product is [CH2:1]([N:3]([CH2:7][CH3:8])[CH2:4][CH2:5][NH:6][C:10]1=[N:11][C:12](=[O:15])[S:13]/[C:14]/1=[CH:16]\[C:18]1[CH:32]=[CH:31][C:21]([O:22][C:23]2[CH:30]=[CH:29][C:26]([C:27]#[N:28])=[CH:25][CH:24]=2)=[C:20]([O:33][CH3:34])[CH:19]=1)[CH3:2]. The yield is 0.150.